This data is from Catalyst prediction with 721,799 reactions and 888 catalyst types from USPTO. The task is: Predict which catalyst facilitates the given reaction. (1) Reactant: [Cl:1][C:2]1[C:3](C2OC(C)(C)C(C)(C)O2)=[CH:4][C:5]([S:9]([N:12]2[CH2:18][CH2:17][CH2:16][CH2:15][C:14]3[CH:19]=[CH:20][CH:21]=[CH:22][C:13]2=3)(=[O:11])=[O:10])=[C:6]([OH:8])[CH:7]=1.Br[C:33]1[C:34]([CH3:41])=[CH:35][C:36]([C:39]#[N:40])=[N:37][CH:38]=1.C([O-])([O-])=O.[K+].[K+]. Product: [Cl:1][C:2]1[CH:7]=[C:6]([OH:8])[C:5]([S:9]([N:12]2[CH2:18][CH2:17][CH2:16][CH2:15][C:14]3[CH:19]=[CH:20][CH:21]=[CH:22][C:13]2=3)(=[O:11])=[O:10])=[CH:4][C:3]=1[C:33]1[C:34]([CH3:41])=[CH:35][C:36]([C:39]#[N:40])=[N:37][CH:38]=1. The catalyst class is: 70. (2) Reactant: [NH2:1][C:2]1[CH:3]=[CH:4][C:5]([N:8]2[CH:12]=[C:11]([CH2:13][CH2:14][CH2:15][O:16][C:17]3[C:22]([O:23][CH3:24])=[CH:21][CH:20]=[CH:19][C:18]=3[CH2:25][C:26]([O:28]C)=[O:27])[C:10]([CH:30]([CH3:32])[CH3:31])=[N:9]2)=[N:6][CH:7]=1.CN(C)C=O.[C:38](Cl)(=[O:42])[CH:39]([CH3:41])[CH3:40]. Product: [CH3:24][O:23][C:22]1[C:17]([O:16][CH2:15][CH2:14][CH2:13][C:11]2[C:10]([CH:30]([CH3:32])[CH3:31])=[N:9][N:8]([C:5]3[CH:4]=[CH:3][C:2]([NH:1][C:38](=[O:42])[CH:39]([CH3:41])[CH3:40])=[CH:7][N:6]=3)[CH:12]=2)=[C:18]([CH2:25][C:26]([OH:28])=[O:27])[CH:19]=[CH:20][CH:21]=1. The catalyst class is: 6. (3) Reactant: [C:1]([O:9][CH2:10][CH3:11])(=[O:8])[CH2:2][C:3]([O:5][CH2:6][CH3:7])=[O:4].C(=O)([O-])[O-].[K+].[K+].Br[CH:19]([CH2:25][CH2:26][CH3:27])[C:20]([O:22][CH2:23][CH3:24])=[O:21].Cl. Product: [CH:2]([C:3]([O:5][CH2:6][CH3:7])=[O:4])([C:1]([O:9][CH2:10][CH3:11])=[O:8])[CH:19]([C:20]([O:22][CH2:23][CH3:24])=[O:21])[CH2:25][CH2:26][CH3:27]. The catalyst class is: 18. (4) Product: [CH2:2]([N:30]([CH2:29][C:24]1[CH:25]=[CH:26][CH:27]=[CH:28][C:23]=1[C:22]([F:43])([F:21])[F:44])[C@H:31]1[CH2:35][CH2:34][N:33]([C:36]([O:38][C:39]([CH3:41])([CH3:40])[CH3:42])=[O:37])[CH2:32]1)[CH2:3][CH3:4]. The catalyst class is: 1. Reactant: B(O)(O)[C@H:2]1N(C([C@@H](N)C(C)C)=O)C[CH2:4][CH2:3]1.CS(O)(=O)=O.[F:21][C:22]([F:44])([F:43])[C:23]1[CH:28]=[CH:27][CH:26]=[CH:25][C:24]=1[CH2:29][NH:30][C@H:31]1[CH2:35][CH2:34][N:33]([C:36]([O:38][C:39]([CH3:42])([CH3:41])[CH3:40])=[O:37])[CH2:32]1.CC(O)=O.[BH-](OC(C)=O)(OC(C)=O)OC(C)=O.[Na+].C(=O)CC. (5) Reactant: [N+:1]([C:4]1[CH:12]=[CH:11][CH:10]=[C:9]2[C:5]=1[C:6]([C:13](=O)[C:14]([O:16][CH3:17])=[O:15])=[CH:7][NH:8]2)([O-:3])=[O:2].C([SiH](CC)CC)C. Product: [N+:1]([C:4]1[CH:12]=[CH:11][CH:10]=[C:9]2[C:5]=1[CH:6]([CH2:13][C:14]([O:16][CH3:17])=[O:15])[CH2:7][NH:8]2)([O-:3])=[O:2]. The catalyst class is: 67. (6) Reactant: C([O:4][C@@H:5]1[C@H:9]([CH2:10][CH2:11][CH2:12][CH2:13][CH2:14][CH2:15][C:16]([O:18]C)=[O:17])[C@@H:8]([CH2:20][CH2:21][CH:22]([OH:30])[C:23]([F:29])([F:28])[CH2:24][CH2:25][CH2:26][CH3:27])[C@H:7]([O:31][CH:32]2[CH2:37][CH2:36][CH2:35][CH2:34][O:33]2)[CH2:6]1)(=O)C.[OH-].[Na+]. Product: [F:29][C:23]([F:28])([CH2:24][CH2:25][CH2:26][CH3:27])[CH:22]([OH:30])[CH2:21][CH2:20][C@H:8]1[C@H:7]([O:31][CH:32]2[CH2:37][CH2:36][CH2:35][CH2:34][O:33]2)[CH2:6][C@H:5]([OH:4])[C@@H:9]1[CH2:10][CH2:11][CH2:12][CH2:13][CH2:14][CH2:15][C:16]([OH:18])=[O:17]. The catalyst class is: 8. (7) Reactant: [CH3:1][CH:2]([CH3:22])[CH2:3][CH2:4][C:5]1([O:17][CH2:18][C:19]([OH:21])=[O:20])[C:14]2[C:9](=[CH:10][CH:11]=[CH:12][CH:13]=2)[C:8](=[O:15])[CH2:7][C:6]1=[O:16].[CH:23]1(N=C=NC2CCCCC2)CCCCC1. Product: [CH3:23][O:20][C:19](=[O:21])[CH2:18][O:17][C:5]1([CH2:4][CH2:3][CH:2]([CH3:22])[CH3:1])[C:14]2[C:9](=[CH:10][CH:11]=[CH:12][CH:13]=2)[C:8](=[O:15])[CH2:7][C:6]1=[O:16]. The catalyst class is: 83. (8) Reactant: [F:1][C:2]1[CH:3]=[C:4]([CH:31]=[CH:32][C:33]=1[NH:34][C:35]([C:37]1([C:40](=[O:49])[NH:41][C:42]2[CH:47]=[CH:46][C:45]([F:48])=[CH:44][CH:43]=2)[CH2:39][CH2:38]1)=[O:36])[O:5][C:6]1[CH:11]=[CH:10][N:9]=[C:8]([N:12](C(OC2C=CC=CC=2)=O)[C:13](=O)[O:14]C2C=CC=CC=2)[CH:7]=1.Cl.Cl.[N:52]1([CH2:57][CH:58]2[CH2:63][CH2:62][NH:61][CH2:60][CH2:59]2)[CH2:56][CH2:55][CH2:54][CH2:53]1.C(N(CC)CC)C.O. Product: [F:48][C:45]1[CH:46]=[CH:47][C:42]([NH:41][C:40]([C:37]2([C:35]([NH:34][C:33]3[CH:32]=[CH:31][C:4]([O:5][C:6]4[CH:11]=[CH:10][N:9]=[C:8]([NH:12][C:13]([N:61]5[CH2:62][CH2:63][CH:58]([CH2:57][N:52]6[CH2:56][CH2:55][CH2:54][CH2:53]6)[CH2:59][CH2:60]5)=[O:14])[CH:7]=4)=[CH:3][C:2]=3[F:1])=[O:36])[CH2:39][CH2:38]2)=[O:49])=[CH:43][CH:44]=1. The catalyst class is: 9. (9) Reactant: [CH2:1]([O:3][CH2:4][C:5](Cl)=O)[CH3:2].[NH2:8][C:9]1[CH:10]=[N:11][C:12]2[C:17]([C:18]=1[NH:19][CH2:20][C:21]([NH:24][C:25](=[O:31])[O:26][C:27]([CH3:30])([CH3:29])[CH3:28])([CH3:23])[CH3:22])=[CH:16][C:15]([O:32][CH2:33][C:34]1[CH:39]=[CH:38][CH:37]=[CH:36][CH:35]=1)=[CH:14][CH:13]=2.C(N(CC)CC)C. Product: [CH2:33]([O:32][C:15]1[CH:14]=[CH:13][C:12]2[N:11]=[CH:10][C:9]3[N:8]=[C:5]([CH2:4][O:3][CH2:1][CH3:2])[N:19]([CH2:20][C:21]([NH:24][C:25](=[O:31])[O:26][C:27]([CH3:30])([CH3:29])[CH3:28])([CH3:23])[CH3:22])[C:18]=3[C:17]=2[CH:16]=1)[C:34]1[CH:35]=[CH:36][CH:37]=[CH:38][CH:39]=1. The catalyst class is: 4.